Dataset: Experimentally validated miRNA-target interactions with 360,000+ pairs, plus equal number of negative samples. Task: Binary Classification. Given a miRNA mature sequence and a target amino acid sequence, predict their likelihood of interaction. (1) The miRNA is hsa-miR-6803-5p with sequence CUGGGGGUGGGGGGCUGGGCGU. The protein sequence of the target gene is MDRMTEDALRLNLLKRSLDPADERDDVLAKRLKMEGHEAMERLKMLALLKRKDLANLEVPHELPTKQDGSGVKGYEEKLNGNLRPHGDNRTAGRPGKENINDEPVDMSARRSEPERGRLTPSPDIIVLSDNEASSPRSSSRMEERLKAANLEMFKGKGIEERQQLIKQLRDELRLEEARLVLLKKLRQSQLQKENVVQKTPVVQNAASIVQPSPAHVGQQGLSKLPSRPGAQGVEPQNLRTLQGHSVIRSATNTTLPHMLMSQRVIAPNPAQLQGQRGPPKPGLVRTTTPNMNPAINYQP.... Result: 0 (no interaction). (2) The miRNA is hsa-miR-4432 with sequence AAAGACUCUGCAAGAUGCCU. The protein sequence of the target gene is MAKYLAQIIVMGVQVVGRAFARALRQEFAASRAAADARGRAGHRSAAASNLSGLSLQEAQQILNVSKLSPEEVQKNYEHLFKVNDKSVGGSFYLQSKVVRAKERLDEELKIQAQEDREKGQMPHT. Result: 0 (no interaction). (3) Result: 0 (no interaction). The protein sequence of the target gene is MEDERSFSDICGGRLALQRRYYSPSCREFCLSCPRLSLRSLTAVTCTVWLAAYGLFTLCENSMILSAAIFITLLGLLGYLHFVKIDQETLLIIDSLGIQMTSSYASGKESTTFIEMGKVKDIVINEAIYMQKVIYYLCILLKDPVEPHGISQVVPVFQSAKPRLDCLIEVYRSCQEILAHQKATSTSP. The miRNA is hsa-miR-3169 with sequence UAGGACUGUGCUUGGCACAUAG. (4) The miRNA is hsa-miR-7848-3p with sequence CUACCCUCGGUCUGCUUACCACA. The protein sequence of the target gene is MSAEEMVQIRLEDRCYPVSKRKLIEQSDYFRALYRSGMREALSQEAGGPEVQQLRGLSAPGLRLVLDFINAGGAREGWLLGPRGEKGGGVDEDEEMDEVSLLSELVEAASFLQVTSLLQLLLSQVRLNNCLEMYRLAQVYGLPDLQEACLRFMVVHFHEVLCKPQFHLLGSPPQAPGDVSLKQRLREARMTGTPVLVALGDFLGGPLAPHPYQGEPPSMLRYEEMTERWFPLANNLPPDLVNVRGYGSAILDNYLFIVGGYRITSQEISAAHSYNPSTNEWLQVASMNQKRSNFKLVAVN.... Result: 1 (interaction). (5) The miRNA is hsa-miR-25-3p with sequence CAUUGCACUUGUCUCGGUCUGA. The protein sequence of the target gene is MMQGDVSPNPSLIDRTIKMRKETETRKVVLAWGLLNVSMAGMIYTEMTGKLISTYYNVTYWPLWYIELALASLFSLNALFDFWRYFKYTVAPTSLVVSPGQQALLGLKQAVVQTTPPRDLAATQISPSPPSPSIQGQSVLSYSPSRSPSTSPKFATSCMTGYSPQLQGLSSGGLGSYSPGVTYSPVSGYNKLASFSLSPSSPYPTTVGPVESSGLRARYRSPPTVYNSPTDKEDYMTDLRTLDTFLRSEEEKQHRVKLGSPDSTSPSTSPTFWNYSRSVGDYAQTLKKFQYQLACRSQAP.... Result: 0 (no interaction).